This data is from Reaction yield outcomes from USPTO patents with 853,638 reactions. The task is: Predict the reaction yield, written as a fraction of the theoretical maximum amount of product (1.0 means a 100% yield; for example, 0.34 means a 34% yield). The reactants are [C@H:1]1([NH2:11])[C:10]2[C:5](=[CH:6][CH:7]=[CH:8][CH:9]=2)[CH2:4][CH2:3][CH2:2]1.[CH:12](OCC)=[O:13]. No catalyst specified. The product is [C@H:1]1([NH:11][CH:12]=[O:13])[C:10]2[C:5](=[CH:6][CH:7]=[CH:8][CH:9]=2)[CH2:4][CH2:3][CH2:2]1. The yield is 0.630.